From a dataset of Forward reaction prediction with 1.9M reactions from USPTO patents (1976-2016). Predict the product of the given reaction. Given the reactants Br[C:2]1[CH:15]=[C:14]2[C:5]([CH:6]3[CH:11]([CH:12]([C:16]4[CH:21]=[CH:20][C:19]([O:22][CH3:23])=[CH:18][CH:17]=4)[CH2:13]2)[CH2:10][CH2:9][CH2:8][CH2:7]3)=[CH:4][C:3]=1[O:24][CH3:25].C[O-].[Na+].[C:29](OCC)(=[O:31])C.Cl, predict the reaction product. The product is: [CH3:25][O:24][C:3]1[CH:4]=[C:5]2[C:14](=[CH:15][C:2]=1[O:31][CH3:29])[CH2:13][CH:12]([C:16]1[CH:21]=[CH:20][C:19]([O:22][CH3:23])=[CH:18][CH:17]=1)[CH:11]1[CH:6]2[CH2:7][CH2:8][CH2:9][CH2:10]1.